Task: Predict which catalyst facilitates the given reaction.. Dataset: Catalyst prediction with 721,799 reactions and 888 catalyst types from USPTO (1) Reactant: [CH3:1][C:2]([C:4]1[CH:9]=[CH:8][C:7](F)=[C:6]([N+:11]([O-:13])=[O:12])[CH:5]=1)=[O:3].N[C:15]1[CH:16]=[C:17]([CH:23]=[CH:24][CH:25]=1)[C:18]([O:20][CH2:21][CH3:22])=[O:19].C([N:28](CC)CC)C.C(O)C. Product: [C:2]([C:4]1[CH:9]=[CH:8][C:7]([NH:28][C:23]2[CH:24]=[CH:25][CH:15]=[CH:16][C:17]=2[C:18]([O:20][CH2:21][CH3:22])=[O:19])=[C:6]([N+:11]([O-:13])=[O:12])[CH:5]=1)(=[O:3])[CH3:1]. The catalyst class is: 37. (2) Reactant: [OH:1][C:2]1[C:3]2[O:13][CH:12]=[C:11]([C:14]3[CH2:15][CH2:16][N:17]([C:20](OC(C)(C)C)=[O:21])[CH2:18][CH:19]=3)[C:4]=2[CH:5]=[N:6][C:7]=1[N+:8]([O-])=O.[Cl:27][C:28]1[C:33]([F:34])=[CH:32][CH:31]=[C:30]([Cl:35])[C:29]=1[CH:36](O)[CH3:37].C1C=CC(P(C2C=CC=CC=2)C2C=CC=CC=2)=CC=1.C1COCC1.[N:63](C(OC(C)C)=O)=NC(OC(C)C)=O.C(O)C.Cl.C[Si](N=C=O)(C)C.CN(C=O)C.CCN(C(C)C)C(C)C. Product: [NH2:8][C:7]1[N:6]=[CH:5][C:4]2[C:11]([C:14]3[CH2:15][CH2:16][N:17]([C:20]([NH2:63])=[O:21])[CH2:18][CH:19]=3)=[CH:12][O:13][C:3]=2[C:2]=1[O:1][CH:36]([C:29]1[C:30]([Cl:35])=[CH:31][CH:32]=[C:33]([F:34])[C:28]=1[Cl:27])[CH3:37]. The catalyst class is: 292. (3) Reactant: C(O[C:6]([N:8]1[CH2:12][CH2:11][CH2:10][CH:9]1[CH2:13][O:14][CH:15]1[CH2:20][CH2:19][CH:18]([C:21]([O:23][CH3:24])=[O:22])[CH2:17][CH2:16]1)=[O:7])(C)(C)C.C(O)(C(F)(F)F)=[O:26].[CH:32]1[CH:33]=[CH:34][C:35]2N(O)N=[N:38][C:36]=2[CH:37]=1.C([N:44]([CH2:47]C)[CH2:45][CH3:46])C.CCN=C=N[CH2:54][CH2:55][CH2:56]N(C)C.[ClH:60].C1[CH2:65][O:64][CH2:63][CH2:62]1. Product: [Cl:60][C:37]1[CH:32]=[CH:33][CH:34]=[CH:35][C:36]=1[NH:38][C:47](=[O:26])[NH:44][C:45]1[CH:46]=[CH:56][C:55]([CH2:54][C:6]([N:8]2[CH2:12][CH2:11][CH2:10][C@H:9]2[CH2:13][O:14][CH:15]2[CH2:16][CH2:17][CH:18]([C:21]([O:23][CH3:24])=[O:22])[CH2:19][CH2:20]2)=[O:7])=[CH:62][C:63]=1[O:64][CH3:65]. The catalyst class is: 759. (4) Reactant: C(OC([N:8]1[CH2:13][CH2:12][N:11]([C:14]2[C:19]([C:20]([F:23])([F:22])[F:21])=[CH:18][CH:17]=[CH:16][N:15]=2)[CH2:10][CH2:9]1)=O)(C)(C)C.C(O)(C(F)(F)F)=O. Product: [F:23][C:20]([F:21])([F:22])[C:19]1[C:14]([N:11]2[CH2:10][CH2:9][NH:8][CH2:13][CH2:12]2)=[N:15][CH:16]=[CH:17][CH:18]=1. The catalyst class is: 4. (5) Reactant: [Cl:1][C:2]1[CH:10]=[CH:9][C:5]([C:6](Cl)=[O:7])=[CH:4][CH:3]=1.[Cl:11][C:12]1[CH:18]=[CH:17][C:15]([NH2:16])=[C:14]([CH3:19])[CH:13]=1.C(N(CC)CC)C.O. Product: [Cl:1][C:2]1[CH:10]=[CH:9][C:5]([C:6]([NH:16][C:15]2[CH:17]=[CH:18][C:12]([Cl:11])=[CH:13][C:14]=2[CH3:19])=[O:7])=[CH:4][CH:3]=1. The catalyst class is: 4.